Dataset: Full USPTO retrosynthesis dataset with 1.9M reactions from patents (1976-2016). Task: Predict the reactants needed to synthesize the given product. (1) Given the product [N:1]1([CH2:22][C:23]2[CH:28]=[CH:27][C:26]([CH2:29][OH:30])=[CH:25][CH:24]=2)[CH2:6][CH2:5][C:4]2([C:14]3[C:9](=[CH:10][CH:11]=[CH:12][CH:13]=3)[CH2:8][CH2:7]2)[CH2:3][CH2:2]1, predict the reactants needed to synthesize it. The reactants are: [NH:1]1[CH2:6][CH2:5][C:4]2([C:14]3[C:9](=[CH:10][CH:11]=[CH:12][CH:13]=3)[CH2:8][CH2:7]2)[CH2:3][CH2:2]1.C([O-])([O-])=O.[Cs+].[Cs+].Br[CH2:22][C:23]1[CH:28]=[CH:27][C:26]([CH2:29][OH:30])=[CH:25][CH:24]=1.O. (2) Given the product [CH:1]1([CH2:4][C@:5]([OH:32])([CH3:31])[C@@H:6]([NH:8][C:9]([C:11]2[C:19]3[C:14](=[N:15][CH:16]=[C:17]([CH:20]4[CH2:21][CH2:22]4)[N:18]=3)[NH:13][CH:12]=2)=[O:10])[CH3:7])[CH2:3][CH2:2]1, predict the reactants needed to synthesize it. The reactants are: [CH:1]1([CH2:4][C@:5]([OH:32])([CH3:31])[C@@H:6]([NH:8][C:9]([C:11]2[C:19]3[C:14](=[N:15][CH:16]=[C:17]([CH:20]4[CH2:22][CH2:21]4)[N:18]=3)[N:13](COCC[Si](C)(C)C)[CH:12]=2)=[O:10])[CH3:7])[CH2:3][CH2:2]1.O[C@@](C)(CC)[C@@H](NC(C1C2C(=NC=C(C3CC3)N=2)N(COCC[Si](C)(C)C)C=1)=O)C. (3) Given the product [F:34][C:28]1[CH:29]=[CH:30][C:31]([F:33])=[CH:32][C:27]=1[C:21]1[S:20][C:19]([CH2:18][CH2:17][CH2:16][NH2:13])([C:35]2[CH:40]=[CH:39][CH:38]=[CH:37][CH:36]=2)[N:23]([C:24]2[S:26][C:42]3[CH2:43][N:44]([CH3:49])[CH2:45][CH2:46][C:47]=3[N:25]=2)[N:22]=1, predict the reactants needed to synthesize it. The reactants are: S1C2CCC(C([O-])=O)NC=2N=C1.[N:13]([CH2:16][CH2:17][CH2:18][C:19]1([C:35]2[CH:40]=[CH:39][CH:38]=[CH:37][CH:36]=2)[N:23]([C:24](=[S:26])[NH2:25])[N:22]=[C:21]([C:27]2[CH:32]=[C:31]([F:33])[CH:30]=[CH:29][C:28]=2[F:34])[S:20]1)=[N+]=[N-].Br[CH:42]1[C:47](=O)[CH2:46][CH2:45][N:44]([C:49](OC(C)(C)C)=O)[CH2:43]1.CCN(C(C)C)C(C)C. (4) Given the product [Cl:29][C:25]1[CH:26]=[CH:27][CH:28]=[C:23]([Cl:22])[C:24]=1[C:30]1[C:34]([CH2:35][O:1][C:2]2[CH:3]=[CH:4][C:5]([S:8][C:9]3[C:14]4[CH:15]=[C:16]([C:18]([O:20][CH3:21])=[O:19])[S:17][C:13]=4[CH:12]=[CH:11][CH:10]=3)=[CH:6][CH:7]=2)=[C:33]([CH:37]([CH3:39])[CH3:38])[O:32][N:31]=1, predict the reactants needed to synthesize it. The reactants are: [OH:1][C:2]1[CH:7]=[CH:6][C:5]([S:8][C:9]2[C:14]3[CH:15]=[C:16]([C:18]([O:20][CH3:21])=[O:19])[S:17][C:13]=3[CH:12]=[CH:11][CH:10]=2)=[CH:4][CH:3]=1.[Cl:22][C:23]1[CH:28]=[CH:27][CH:26]=[C:25]([Cl:29])[C:24]=1[C:30]1[C:34]([CH2:35]O)=[C:33]([CH:37]([CH3:39])[CH3:38])[O:32][N:31]=1.C1(P(C2C=CC=CC=2)C2C=CC=CC=2)C=CC=CC=1.N(C(OC(C)C)=O)=NC(OC(C)C)=O. (5) Given the product [C:33]([N:28]1[CH2:29][CH2:30][CH2:31][CH2:32][C@H:27]1[C:8]1[N:4]2[CH:5]=[CH:6][N:7]=[C:2]([NH2:1])[C:3]2=[C:10]([C:11]2[CH:26]=[CH:25][C:14]([C:15]([NH:17][C:18]3[N:23]=[C:22]([CH3:24])[CH:21]=[CH:20][N:19]=3)=[O:16])=[CH:13][CH:12]=2)[N:9]=1)(=[O:36])[CH:34]=[CH2:35], predict the reactants needed to synthesize it. The reactants are: [NH2:1][C:2]1[C:3]2[N:4]([C:8]([C@@H:27]3[CH2:32][CH2:31][CH2:30][CH2:29][NH:28]3)=[N:9][C:10]=2[C:11]2[CH:26]=[CH:25][C:14]([C:15]([NH:17][C:18]3[N:23]=[C:22]([CH3:24])[CH:21]=[CH:20][N:19]=3)=[O:16])=[CH:13][CH:12]=2)[CH:5]=[CH:6][N:7]=1.[C:33](Cl)(=[O:36])[CH:34]=[CH2:35]. (6) Given the product [CH:21]1([C:19]([N:16]2[CH2:17][CH2:18][C@@H:14]([CH2:13][N:12]3[C:11]4[CH:24]=[CH:25][C:26]([C:28]([F:31])([F:30])[F:29])=[CH:27][C:10]=4[N:9]=[C:8]3[C:5]3[CH:6]=[CH:7][C:2]([C:40]4[CH:41]=[C:42]5[C:46](=[CH:47][CH:48]=4)[NH:45][CH:44]=[CH:43]5)=[CH:3][CH:4]=3)[CH2:15]2)=[O:20])[CH2:23][CH2:22]1, predict the reactants needed to synthesize it. The reactants are: Br[C:2]1[CH:7]=[CH:6][C:5]([C:8]2[N:12]([CH2:13][C@@H:14]3[CH2:18][CH2:17][N:16]([C:19]([CH:21]4[CH2:23][CH2:22]4)=[O:20])[CH2:15]3)[C:11]3[CH:24]=[CH:25][C:26]([C:28]([F:31])([F:30])[F:29])=[CH:27][C:10]=3[N:9]=2)=[CH:4][CH:3]=1.CC1(C)C(C)(C)OB([C:40]2[CH:41]=[C:42]3[C:46](=[CH:47][CH:48]=2)[NH:45][CH:44]=[CH:43]3)O1.C(=O)([O-])[O-].[K+].[K+].C(Cl)Cl. (7) The reactants are: [Cl:1][C:2]1[CH:3]=[CH:4][C:5]([N:8]2[CH:12]=[C:11]([CH2:13][OH:14])[C:10]([CH:15]([CH3:17])[CH3:16])=[N:9]2)=[N:6][CH:7]=1. Given the product [Cl:1][C:2]1[CH:3]=[CH:4][C:5]([N:8]2[CH:12]=[C:11]([CH:13]=[O:14])[C:10]([CH:15]([CH3:17])[CH3:16])=[N:9]2)=[N:6][CH:7]=1, predict the reactants needed to synthesize it. (8) The reactants are: Cl[CH2:2][C:3]1[CH:4]=[C:5]([CH:28]=[CH:29][CH:30]=1)[C:6]([NH:8][C:9]1[C:17]2[C:12](=[CH:13][CH:14]=[C:15]([O:18][CH2:19][C:20]3[CH:25]=[C:24]([F:26])[CH:23]=[C:22]([F:27])[CH:21]=3)[CH:16]=2)[NH:11][N:10]=1)=[O:7].CCN(C(C)C)C(C)C.[NH:40]1[CH2:45][CH2:44][CH2:43][CH2:42][CH2:41]1. Given the product [F:26][C:24]1[CH:25]=[C:20]([CH:21]=[C:22]([F:27])[CH:23]=1)[CH2:19][O:18][C:15]1[CH:16]=[C:17]2[C:12](=[CH:13][CH:14]=1)[NH:11][N:10]=[C:9]2[NH:8][C:6](=[O:7])[C:5]1[CH:28]=[CH:29][CH:30]=[C:3]([CH2:2][N:40]2[CH2:45][CH2:44][CH2:43][CH2:42][CH2:41]2)[CH:4]=1, predict the reactants needed to synthesize it. (9) Given the product [Cl:1][C:2]1[CH:7]=[CH:6][C:5]([C@H:8]2[C@@H:12]([C:13]3[CH:14]=[CH:15][C:16]([Cl:19])=[CH:17][CH:18]=3)[N:11]([C:20]([N:45]3[CH2:44][CH2:43][N:42]([CH2:41][C:40]([N:39]([O:38][CH3:37])[CH3:49])=[O:48])[CH2:47][CH2:46]3)=[O:21])[C:10]([C:23]3[CH:28]=[CH:27][C:26]([C:29]([C:32]#[N:33])([CH3:31])[CH3:30])=[CH:25][C:24]=3[O:34][CH2:35][CH3:36])=[N:9]2)=[CH:4][CH:3]=1, predict the reactants needed to synthesize it. The reactants are: [Cl:1][C:2]1[CH:7]=[CH:6][C:5]([C@H:8]2[C@@H:12]([C:13]3[CH:18]=[CH:17][C:16]([Cl:19])=[CH:15][CH:14]=3)[N:11]([C:20](Cl)=[O:21])[C:10]([C:23]3[CH:28]=[CH:27][C:26]([C:29]([C:32]#[N:33])([CH3:31])[CH3:30])=[CH:25][C:24]=3[O:34][CH2:35][CH3:36])=[N:9]2)=[CH:4][CH:3]=1.[CH3:37][O:38][N:39]([CH3:49])[C:40](=[O:48])[CH2:41][N:42]1[CH2:47][CH2:46][NH:45][CH2:44][CH2:43]1.